This data is from Full USPTO retrosynthesis dataset with 1.9M reactions from patents (1976-2016). The task is: Predict the reactants needed to synthesize the given product. (1) Given the product [Br-:11].[Cl:16][CH2:15][CH2:14][CH2:13][CH2:12][N+:4]1[CH:5]=[CH:6][CH:7]=[C:2]([C:1]([O:9][CH3:10])=[O:8])[CH:3]=1, predict the reactants needed to synthesize it. The reactants are: [C:1]([O:9][CH3:10])(=[O:8])[C:2]1[CH:7]=[CH:6][CH:5]=[N:4][CH:3]=1.[Br:11][CH2:12][CH2:13][CH2:14][CH2:15][Cl:16].C(OCC)C. (2) Given the product [NH2:28][CH:29]([C:33]1[CH:38]=[CH:37][CH:36]=[CH:35][CH:34]=1)[C:30]([N:7]([C:4]1[CH:3]=[CH:2][C:1]([CH3:20])=[CH:6][CH:5]=1)[CH2:8][CH2:9][C:10]1[CH:15]=[CH:14][C:13]([C:16]([F:17])([F:18])[F:19])=[CH:12][CH:11]=1)=[O:31], predict the reactants needed to synthesize it. The reactants are: [C:1]1([CH3:20])[CH:6]=[CH:5][C:4]([NH:7][CH2:8][CH2:9][C:10]2[CH:15]=[CH:14][C:13]([C:16]([F:19])([F:18])[F:17])=[CH:12][CH:11]=2)=[CH:3][CH:2]=1.C(OC([NH:28][CH:29]([C:33]1[CH:38]=[CH:37][CH:36]=[CH:35][CH:34]=1)[C:30](O)=[O:31])=O)(C)(C)C. (3) Given the product [CH3:65][O:66][S:67]([O-:70])(=[O:69])=[O:68].[NH2:1][C:2]1[C:15]2[C:14](=[O:16])[C:13]3[C:8](=[CH:9][CH:10]=[CH:11][CH:12]=3)[C:7](=[O:17])[C:6]=2[C:5]([NH:18][S:19]([CH3:22])(=[O:21])=[O:20])=[CH:4][C:3]=1[O:23][CH2:24][CH2:25][N+:26]([CH3:30])([CH3:28])[CH3:27], predict the reactants needed to synthesize it. The reactants are: [NH2:1][C:2]1[C:15]2[C:14](=[O:16])[C:13]3[C:8](=[CH:9][CH:10]=[CH:11][CH:12]=3)[C:7](=[O:17])[C:6]=2[C:5]([NH:18][S:19]([CH3:22])(=[O:21])=[O:20])=[CH:4][C:3]=1[O:23][CH2:24][CH2:25][N:26]([CH3:28])[CH3:27].N[C:30]1C2C(=O)C3C(=CC=CC=3)C(=O)C=2C(NS(C)(=O)=O)=CC=1S(O)(=O)=O.CNN(NC)CCO.[OH-].[K+].[CH3:65][O:66][S:67]([O:70]C)(=[O:69])=[O:68]. (4) Given the product [F:1][C:2]1[CH:3]=[C:4]2[C:8](=[CH:9][C:10]=1[F:11])[N:7]([C:12]1[CH:17]=[CH:16][C:15]([O:18][CH3:19])=[CH:14][CH:13]=1)[CH:6]=[C:5]2[C:45]([NH2:44])=[O:46], predict the reactants needed to synthesize it. The reactants are: [F:1][C:2]1[CH:3]=[C:4]2[C:8](=[CH:9][C:10]=1[F:11])[N:7]([C:12]1[CH:17]=[CH:16][C:15]([O:18][CH3:19])=[CH:14][CH:13]=1)[CH:6]=[CH:5]2.FC1C=C2C(=CC=1F)NC=C2.IC1C=CC(OC)=CC=1.ClS([N:44]=[C:45]=[O:46])(=O)=O.[OH-].[Na+]. (5) Given the product [CH3:23][C:14]1[C:15]([CH3:22])=[C:16]([N+:19]([O-:21])=[O:20])[CH:17]=[CH:18][C:13]=1[O:9][CH2:8][C:6]1[CH:5]=[CH:4][N:3]=[C:2]([NH2:1])[CH:7]=1, predict the reactants needed to synthesize it. The reactants are: [NH2:1][C:2]1[CH:7]=[C:6]([CH2:8][OH:9])[CH:5]=[CH:4][N:3]=1.[H-].[Na+].F[C:13]1[CH:18]=[CH:17][C:16]([N+:19]([O-:21])=[O:20])=[C:15]([CH3:22])[C:14]=1[CH3:23]. (6) Given the product [Cl:17][C:18]1[N:19]=[C:20]([N:1]2[CH2:2][CH2:3][CH:4]([N:7]3[C:15]4[C:10](=[N:11][CH:12]=[CH:13][CH:14]=4)[NH:9][C:8]3=[O:16])[CH2:5][CH2:6]2)[CH:21]=[C:22]([C:24]([C:26]2[CH:36]=[C:35]([CH3:37])[C:29]3[N:30]([CH3:34])[C:31](=[O:33])[O:32][C:28]=3[CH:27]=2)=[O:25])[CH:23]=1, predict the reactants needed to synthesize it. The reactants are: [NH:1]1[CH2:6][CH2:5][CH:4]([N:7]2[C:15]3[C:10](=[N:11][CH:12]=[CH:13][CH:14]=3)[NH:9][C:8]2=[O:16])[CH2:3][CH2:2]1.[Cl:17][C:18]1[CH:23]=[C:22]([C:24]([C:26]2[CH:36]=[C:35]([CH3:37])[C:29]3[N:30]([CH3:34])[C:31](=[O:33])[O:32][C:28]=3[CH:27]=2)=[O:25])[CH:21]=[C:20](Cl)[N:19]=1. (7) Given the product [CH:39]([N:42]1[CH2:47][CH2:46][N:45]([CH2:48][CH2:2][C:3]([NH:5][C:6]2[CH:7]=[C:8]([C:12]3[N:21]=[C:20]([NH:22][C:23]4[CH:24]=[C:25]5[C:29](=[CH:30][CH:31]=4)[N:28]([C:32]([O:34][C:35]([CH3:38])([CH3:37])[CH3:36])=[O:33])[N:27]=[CH:26]5)[C:19]4[C:14](=[CH:15][CH:16]=[CH:17][CH:18]=4)[N:13]=3)[CH:9]=[CH:10][CH:11]=2)=[O:4])[CH2:44][CH2:43]1)([CH3:41])[CH3:40], predict the reactants needed to synthesize it. The reactants are: Cl[CH2:2][C:3]([NH:5][C:6]1[CH:7]=[C:8]([C:12]2[N:21]=[C:20]([NH:22][C:23]3[CH:24]=[C:25]4[C:29](=[CH:30][CH:31]=3)[N:28]([C:32]([O:34][C:35]([CH3:38])([CH3:37])[CH3:36])=[O:33])[N:27]=[CH:26]4)[C:19]3[C:14](=[CH:15][CH:16]=[CH:17][CH:18]=3)[N:13]=2)[CH:9]=[CH:10][CH:11]=1)=[O:4].[CH:39]([N:42]1[CH2:47][CH2:46][NH:45][CH2:44][CH2:43]1)([CH3:41])[CH3:40].[CH3:48]CN(C(C)C)C(C)C. (8) Given the product [CH3:47][N:48]1[CH:52]=[CH:51][C:50]([NH:53][C:54]2[C:63]3[C:58](=[CH:59][CH:60]=[C:61]([O:64][C:65]4[N:70]=[CH:69][C:68]([O:1][CH2:2][CH2:3][CH:4]5[CH2:8][CH2:7][CH2:6][N:5]5[C:9]([O:11][C:12]([CH3:15])([CH3:14])[CH3:13])=[O:10])=[CH:67][CH:66]=4)[CH:62]=3)[N:57]=[CH:56][N:55]=2)=[N:49]1, predict the reactants needed to synthesize it. The reactants are: [OH:1][CH2:2][CH2:3][CH:4]1[CH2:8][CH2:7][CH2:6][N:5]1[C:9]([O:11][C:12]([CH3:15])([CH3:14])[CH3:13])=[O:10].C1(P(C2C=CC=CC=2)C2C=CC=CC=2)C=CC=CC=1.N(C(OCC)=O)=NC(OCC)=O.[CH3:47][N:48]1[CH:52]=[CH:51][C:50]([NH:53][C:54]2[C:63]3[C:58](=[CH:59][CH:60]=[C:61]([O:64][C:65]4[N:70]=[CH:69][C:68](O)=[CH:67][CH:66]=4)[CH:62]=3)[N:57]=[CH:56][N:55]=2)=[N:49]1. (9) Given the product [CH3:37][C:38]1([CH3:50])[C@@:42]23[C@H:48]([CH2:49][C@@H:39]1[CH2:40][CH2:41]2)[NH:47][S:44](=[O:45])(=[O:46])[CH2:43]3.[CH:1]([O:4][C:5](=[O:6])[C:7]1[C:12]([C:13]([F:16])([F:15])[F:14])=[CH:11][CH:10]=[CH:9][C:8]=1[CH:17]=[CH:18][C:19]([N:47]1[C@H:48]2[CH2:49][C@@H:39]3[C:38]([CH3:50])([CH3:37])[C@@:42]2([CH2:41][CH2:40]3)[CH2:43][S:44]1(=[O:45])=[O:46])=[O:21])([CH3:2])[CH3:3], predict the reactants needed to synthesize it. The reactants are: [CH:1]([O:4][C:5]([C:7]1[C:12]([C:13]([F:16])([F:15])[F:14])=[CH:11][CH:10]=[CH:9][C:8]=1/[CH:17]=[CH:18]\[C:19]([OH:21])=O)=[O:6])([CH3:3])[CH3:2].C(N(CC)CC)C.ClC(OCC)=O.[H-].[Na+].[CH3:37][C:38]1([CH3:50])[C@@:42]23[C@H:48]([CH2:49][C@@H:39]1[CH2:40][CH2:41]2)[NH:47][S:44](=[O:46])(=[O:45])[CH2:43]3.